Dataset: TCR-epitope binding with 47,182 pairs between 192 epitopes and 23,139 TCRs. Task: Binary Classification. Given a T-cell receptor sequence (or CDR3 region) and an epitope sequence, predict whether binding occurs between them. (1) The epitope is FTISVTTEIL. The TCR CDR3 sequence is CASSPDRYNEQFF. Result: 0 (the TCR does not bind to the epitope). (2) The epitope is TLDSKTQSL. The TCR CDR3 sequence is CASSQDPVWDRSGANVLTF. Result: 1 (the TCR binds to the epitope). (3) The epitope is RIFTIGTVTLK. The TCR CDR3 sequence is CASSTTTGLNQPQHF. Result: 1 (the TCR binds to the epitope). (4) Result: 1 (the TCR binds to the epitope). The epitope is MPASWVMRI. The TCR CDR3 sequence is CASSRGLAGSDTQYF.